From a dataset of Full USPTO retrosynthesis dataset with 1.9M reactions from patents (1976-2016). Predict the reactants needed to synthesize the given product. (1) The reactants are: [F:1][C:2]1[CH:7]=[CH:6][C:5]([CH3:8])=[CH:4][C:3]=1[O:9][C:10]1[CH:15]=[CH:14][CH:13]=[CH:12][CH:11]=1.BrN1C(=[O:22])CCC1=O.C(OOC(=O)C1C=CC=CC=1)(=O)C1C=CC=CC=1.C[N+]1([O-])CCOCC1. Given the product [F:1][C:2]1[CH:7]=[CH:6][C:5]([CH:8]=[O:22])=[CH:4][C:3]=1[O:9][C:10]1[CH:11]=[CH:12][CH:13]=[CH:14][CH:15]=1, predict the reactants needed to synthesize it. (2) Given the product [CH3:24][C:18]1[CH:19]=[CH:20][CH:21]=[C:22]([CH3:23])[C:17]=1[CH2:16][NH:15][C:4]1[C:5]2[N:9]=[C:8]([CH2:10][O:11][CH3:12])[N:7]([CH3:13])[C:6]=2[CH:14]=[C:2]([C:53]([O:55][CH2:30][CH3:31])=[O:52])[CH:3]=1, predict the reactants needed to synthesize it. The reactants are: Br[C:2]1[CH:3]=[C:4]([NH:15][CH2:16][C:17]2[C:22]([CH3:23])=[CH:21][CH:20]=[CH:19][C:18]=2[CH3:24])[C:5]2[N:9]=[C:8]([CH2:10][O:11][CH3:12])[N:7]([CH3:13])[C:6]=2[CH:14]=1.C(N([CH2:30][CH3:31])CC)C.C1(P(C2C=CC=CC=2)C2C=CC=CC=2)C=CC=CC=1.[C]=[O:52].[CH2:53]([OH:55])C. (3) Given the product [NH2:15][C@@H:14]1[C@@H:9]([O:8][CH2:1][C:2]2[CH:7]=[CH:6][CH:5]=[CH:4][CH:3]=2)[C@H:10]([O:21][CH2:22][C:23]2[CH:24]=[CH:25][CH:26]=[CH:27][CH:28]=2)[C@@H:11]([CH2:19][F:20])[CH2:12][C@@H:13]1[OH:17], predict the reactants needed to synthesize it. The reactants are: [CH2:1]([O:8][C@@H:9]1[C@H:14]2[NH:15]C(=O)[O:17][C@H:13]2[CH2:12][C@H:11]([CH2:19][F:20])[C@H:10]1[O:21][CH2:22][C:23]1[CH:28]=[CH:27][CH:26]=[CH:25][CH:24]=1)[C:2]1[CH:7]=[CH:6][CH:5]=[CH:4][CH:3]=1.